Dataset: Full USPTO retrosynthesis dataset with 1.9M reactions from patents (1976-2016). Task: Predict the reactants needed to synthesize the given product. (1) The reactants are: [CH3:1][O:2][C:3]([NH:5][CH:6]1[CH2:11][CH2:10][CH2:9][N:8]([CH:12]([CH3:16])[C:13]([OH:15])=O)[C:7]1=[O:17])=[O:4].CN(C(ON1N=NC2C=CC=NC1=2)=[N+](C)C)C.F[P-](F)(F)(F)(F)F.CN1CCOCC1.[CH3:49][O:50][C:51](=[O:85])[NH:52][CH:53]([C:57]([N:59]1[CH2:63][CH2:62][CH2:61][CH:60]1[C:64]1[NH:65][C:66]([C:69]2[CH:74]=[CH:73][C:72]([C:75]3[CH:80]=[CH:79][C:78]([C:81](=[O:84])[CH2:82][NH2:83])=[CH:77][CH:76]=3)=[CH:71][CH:70]=2)=[CH:67][N:68]=1)=[O:58])[CH:54]([CH3:56])[CH3:55]. Given the product [CH3:1][O:2][C:3](=[O:4])[NH:5][CH:6]1[CH2:11][CH2:10][CH2:9][N:8]([CH:12]([C:13](=[O:15])[NH:83][CH2:82][C:81]([C:78]2[CH:79]=[CH:80][C:75]([C:72]3[CH:71]=[CH:70][C:69]([C:66]4[NH:65][C:64]([CH:60]5[CH2:61][CH2:62][CH2:63][N:59]5[C:57](=[O:58])[CH:53]([NH:52][C:51]([O:50][CH3:49])=[O:85])[CH:54]([CH3:56])[CH3:55])=[N:68][CH:67]=4)=[CH:74][CH:73]=3)=[CH:76][CH:77]=2)=[O:84])[CH3:16])[C:7]1=[O:17], predict the reactants needed to synthesize it. (2) Given the product [CH3:11][N:10]([CH2:12][CH:13]=[O:14])[C:9](=[O:15])[O:8][CH2:7][C:1]1[CH:2]=[CH:3][CH:4]=[CH:5][CH:6]=1, predict the reactants needed to synthesize it. The reactants are: [C:1]1([CH2:7][O:8][C:9](=[O:15])[N:10]([CH2:12][CH2:13][OH:14])[CH3:11])[CH:6]=[CH:5][CH:4]=[CH:3][CH:2]=1.CC(OI1(OC(C)=O)(OC(C)=O)OC(=O)C2C=CC=CC1=2)=O. (3) Given the product [C:1]([O:5][C:6](=[O:21])[NH:7][CH:8]([C:38]1[CH:37]=[CH:11][CH:10]=[CH:9][CH:8]=1)[CH:9]1[CH2:10][CH2:11][N:12]([C:23]2[C:24]3[CH:31]=[CH:30][NH:29][C:25]=3[N:26]=[CH:27][N:28]=2)[CH2:13][CH2:14]1)([CH3:2])([CH3:3])[CH3:4], predict the reactants needed to synthesize it. The reactants are: [C:1]([O:5][C:6](=[O:21])[N:7](C1C=CC=CC=1)[CH2:8][CH:9]1[CH2:14][CH2:13][NH:12][CH2:11][CH2:10]1)([CH3:4])([CH3:3])[CH3:2].Cl[C:23]1[C:24]2[CH:31]=[CH:30][NH:29][C:25]=2[N:26]=[CH:27][N:28]=1.C(N([CH2:37][CH3:38])CC)C. (4) Given the product [OH:18][CH2:17][CH:16]([C:21]1[CH:22]=[CH:23][CH:24]=[C:25]2[C:30]=1[N:29]=[C:28]([O:31][CH3:32])[CH:27]=[CH:26]2)[CH2:15][N:12]1[CH2:11][CH2:10][CH:9]([NH:8][C:6](=[O:7])[O:5][C:2]([CH3:3])([CH3:1])[CH3:4])[CH2:14][CH2:13]1, predict the reactants needed to synthesize it. The reactants are: [CH3:1][C:2]([O:5][C:6]([NH:8][CH:9]1[CH2:14][CH2:13][N:12]([CH2:15][CH:16]([C:21]2[CH:22]=[CH:23][CH:24]=[C:25]3[C:30]=2[N:29]=[C:28]([O:31][CH3:32])[CH:27]=[CH:26]3)[C:17](OC)=[O:18])[CH2:11][CH2:10]1)=[O:7])([CH3:4])[CH3:3].[H-].[Al+3].[Li+].[H-].[H-].[H-].O.[OH-].[Na+]. (5) The reactants are: [ClH:1].[CH:2]1([NH:5][CH2:6][C@@H:7]2[C@H:11]([F:12])[CH2:10][N:9]([C:13]3[C:22]([O:23][CH3:24])=[C:21]4[C:16]([C:17](=[O:31])[C:18]([C:28]([OH:30])=[O:29])=[CH:19][N:20]4[CH2:25][CH2:26][F:27])=[CH:15][C:14]=3[F:32])[CH2:8]2)[CH2:4][CH2:3]1.CC(O)C. Given the product [OH2:23].[ClH:1].[CH:2]1([NH:5][CH2:6][C@@H:7]2[C@H:11]([F:12])[CH2:10][N:9]([C:13]3[C:22]([O:23][CH3:24])=[C:21]4[C:16]([C:17](=[O:31])[C:18]([C:28]([OH:30])=[O:29])=[CH:19][N:20]4[CH2:25][CH2:26][F:27])=[CH:15][C:14]=3[F:32])[CH2:8]2)[CH2:3][CH2:4]1, predict the reactants needed to synthesize it. (6) Given the product [NH2:1][C:2]1[CH:7]=[N:6][C:5]([C:13]2[CH:14]=[CH:15][C:10]([OH:9])=[CH:11][CH:12]=2)=[CH:4][N:3]=1, predict the reactants needed to synthesize it. The reactants are: [NH2:1][C:2]1[CH:7]=[N:6][C:5](Br)=[CH:4][N:3]=1.[OH:9][C:10]1[CH:15]=[CH:14][C:13](B(O)O)=[CH:12][CH:11]=1.C(=O)([O-])[O-].[Na+].[Na+].O.